Dataset: Human Reference Interactome with 51,813 positive PPI pairs across 8,248 proteins, plus equal number of experimentally-validated negative pairs. Task: Binary Classification. Given two protein amino acid sequences, predict whether they physically interact or not. (1) Protein 1 (ENSG00000196353) has sequence MKKMSNIYESAANTLGIFNSPCLTKVELRVACKGISDRDALSKPDPCVILKMQSHGQWFEVDRTEVIRTCINPVYSKLFTVDFYFEEVQRLRFEVHDISSNHNGLKEADFLGGMECTLGQIVSQRKLSKSLLKHGNTAGKSSITVIAEELSGNDDYVELAFNARKLDDKDFFSKSDPFLEIFRMNDDATQQLVHRTEVVMNNLSPAWKSFKVSVNSLCSGDPDRRLKCIVWDWDSNGKHDFIGEFTSTFKEMRGAMEGKQVQWECINPKYKAKKKNYKNSGTVILNLCKIHKMHSFLDYI.... Protein 2 (ENSG00000277075) has sequence MSGRGKQGGKARAKAKTRSSRAGLQFPVGRVHRLLRKGNYSERVGAGAPVYLAAVLEYLTAEILELAGNAARDNKKTRIIPRHLQLAIRNDEELNKLLGRVTIAQGGVLPNIQAVLLPKKTESHHKAKGK*. Result: 0 (the proteins do not interact). (2) Protein 1 (ENSG00000137338) has sequence MYEALPGPAPENEDGLVKVKEEDPTWEQVCNSQEGSSHTQEICRLRFRHFCYQEAHGPQEALAQLRELCHQWLRPEMHTKEQIMELLVLEQFLTILPKELQPCVKTYPLESGEEAVTVLENLETGSGDTGQQASVYIQGQDMHPMVAEYQGVSLECQSLQLLPGITTLKCEPPQRPQGNPQEVSGPVPHGSAHLQEKNPRDKAVVPVFNPVRSQTLVKTEEETAQAVAAEKWSHLSLTRRNLCGNSAQETVMSLSPMTEEIVTKDRLFKAKQETSEEMEQSGEASGKPNRECAPQIPCST.... Protein 2 (ENSG00000171222) has sequence MAATEPILAATGSPAAVPPEKLEGAGSSSAPERNCVGSSLPEASPPAPEPSSPNAAVPEAIPTPRAAASAALELPLGPAPVSVAPQAEAEARSTPGPAGSRLGPETFRQRFRQFRYQDAAGPREAFRQLRELSRQWLRPDIRTKEQIVEMLVQEQLLAILPEAARARRIRRRTDVRITG*. Result: 1 (the proteins interact). (3) Protein 1 (ENSG00000100528) has sequence MAFTFAAFCYMLALLLTAALIFFAIWHIIAFDELKTDYKNPIDQCNTLNPLVLPEYLIHAFFCVMFLCAAEWLTLGLNMPLLAYHIWRYMSRPVMSGPGLYDPTTIMNADILAYCQKEGWCKLAFYLLAFFYYLYGMIYVLVSS*MAFTFAAFCYMLALLLTAALIFFAIWHIIAFDELKTDYKNPIDQCNTLNPLVLPEYLIHAFFCVMFLCAAEWLTLGLNMPLLAYHIWSMIYVLVSS*MAFTFAAFCYMLALLLTAALIFFAIWHIIAFDELKTDYKNPIDQCNTLNPLVLPEYLI.... Protein 2 (ENSG00000108829) has sequence MTKAGSKGGNLRDKLDGNELDLSLSDLNEVPVKELAALPKATILDLSCNKLTTLPSDFCGLTHLVKLDLSKNKLQQLPADFGRLVNLQHLDLLNNKLVTLPVSFAQLKNLKWLDLKDNPLDPVLAKVAGDCLDEKQCKQCANKVLQHMKAVQADQERERQRRLEVEREAEKKREAKQRAKEAQERELRKREKAEEKERRRKEYDALKAAKREQEKKPKKEANQAPKSKSGSRPRKPPPRKHTRSWAVLKLLLLLLLFGVAGGLVACRVTELQQQPLCTSVNTIYDNAVQGLRRHEILQWV.... Result: 1 (the proteins interact). (4) Protein 1 (ENSG00000118898) has sequence MNSLFRKRNKGKYSPTVQTRSISNKELSELIEQLQKNADQVEKNIVDTEAKMQSDLARLQEGRQPEHRDVTLQKVLDSEKLLYVLEADAAIAKHMKHPQGDMIAEDIRQLKERVTNLRGKHKQIYRLAVKEVDPQVNWAALVEEKLDKLNNQSFGTDLPLVDHQVEEHNIFHNEVKAIGPHLAKDGDKEQNSELRAKYQKLLAASQARQQHLSSLQDYMQRCTNELYWLDQQAKGRMQYDWSDRNLDYPSRRRQYENFINRNLEAKEERINKLHSEGDQLLAAEHPGRNSIEAHMEAVHA.... Protein 2 (ENSG00000127328) has sequence MANDPLEGFHEVNLASPTSPDLLGVYESGTQEQTTSPSVIYRPHPSALSSVPIQANALDVSELPTQPVYSSPRRLNCAEISSISFHVTDPAPCSTSGVTAGLTKLTTRKDNYNAEREFLQGATITEACDGSDDIFGLSTDSLSRLRSPSVLEVREKGYERLKEELAKAQRELKLKDEECERLSKVRDQLGQELEELTASLFEEAHKMVREANIKQATAEKQLKEAQGKIDVLQAEVAALKTLVLSSSPTSPTQEPLPGGKTPFKKGHTRNKSTSSAMSGSHQDLSVIQPIVKDCKEADLS.... Result: 1 (the proteins interact). (5) Protein 1 (ENSG00000139146) has sequence MFGFHKPKMYRSIEGCCICRAKSSSSRFTDSKRYEKDFQSCFGLHETRSGDICNACVLLVKRWKKLPAGSKKNWNHVVDARAGPSLKTTLKPKKVKTLSGNRIKSNQISKLQKEFKRHNSDAHSTTSSASPAQSPCYSNQSDDGSDTEMASGSNRTPVFSFLDLTYWKRQKICCGIIYKGRFGEVLIDTHLFKPCCSNKKAAAEKPEEQGPEPLPISTQEW*MFGFHKPKMYRSIEGCCICRAKSSSSRFTDSKRYEKDFQSCFGLHETRSGDICNACVLLVKRWKKLPAGSKKNWNHVV.... Protein 2 (ENSG00000155827) has sequence MSGIGNKRAAGEPGTSMPPEKKAAVEDSGTTVETIKLGGVSSTEELDIRTLQTKNRKLAEMLDQRQAIEDELREHIEKLERRQATDDASLLIVNRYWSQFDENIRIILKRYDLEQGLGDLLTERKALVVPEPEPDSDSNQERKDDRERGEGQEPAFSFLATLASSSSEEMESQLQERVESSMSGIGNKRAAGEPGTSMPPEKKAAVEDSGTTVETIKLGGVSSTEELDIRTLQTKNRKLAEMLDQRQAIEDELREHIEKLERRQATDDASLLIVNRYWSQFDENIRIILKRYDLEQGLGD.... Result: 0 (the proteins do not interact). (6) Protein 1 (ENSG00000115274) has sequence MSKLWRRGSTSGAMEAPEPGEALELSLAGAHGHGVHKKKHKKHKKKHKKKHHQEEDAGPTQPSPAKPQLKLKIKLGGQVLGTKSVPTFTVIPEGPRSPSPLMVVDNEEEPMEGVPLEQYRAWLDEDSNLSPSPLRDLSGGLGGQEEEEEQRWLDALEKGELDDNGDLKKEINERLLTARQRALLQKARSQPSPMLPLPVAEGCPPPALTEEMLLKREERARKRRLQAARRAEEHKNQTIERLTKTAATSGRGGRGGARGERRGGRAAAPAPMVRYCSGAQGSTLSFPPGVPAPTAVSQRP.... Protein 2 (ENSG00000178935) has sequence MAAAALRFPVQGTVTFEDVAVKFTQEEWNLLSEAQRCLYRDVTLENLALMSSLGCWCGVEDEAAPSKQSIYIQRETQVRTPMAGVSPKKAHPCEMCGPILGDILHVADHQGTHHKQKLHRCEAWGNKLYDSGNFHQHQNEHIGEKPYRGSVEEALFAKRCKLHVSGESSVFSESGKDFLLRSGLLQQEATHTGKSNSKTECVSLFHGGKSHYSCGGCMKHFSTKDILSQHERLLPTEEPSVWCECGKSSSKYDSFSNHQGVHTREKPYTCGICGKLFNSKSHLLVHQRIHTGEKPYECEV.... Result: 1 (the proteins interact).